Dataset: Experimentally validated miRNA-target interactions with 360,000+ pairs, plus equal number of negative samples. Task: Binary Classification. Given a miRNA mature sequence and a target amino acid sequence, predict their likelihood of interaction. (1) The miRNA is hsa-miR-6783-3p with sequence UUCCUGGGCUUCUCCUCUGUAG. The protein sequence of the target gene is MAFSVVLHPAFLLAVLSLRASRSEVLEEPLPLTPEIHKVSFQLKLQEVNLEWTVPALTHEELNMIFQIEISRLNISNTIWVENYSTTVKREEAVRWNWTSDIPLECVKHFIRIRALVDDTKSLPQSSWGNWSSWKEVNAKVSVEPDKSLIFPKDKVLEEGSNVTICLMYGQNVYNVSCKLQDEPIHGEQLDSHVSLLKLNNVVFLSDTGTNINCQATKGPKRIFGTVLFVSKVLEEPKNVSCETRDFKTLDCSWEPGVDTTLTWRKQRFQNYTLCESFSKRCEVSNYRNSYTWQITEGSQ.... Result: 0 (no interaction). (2) The miRNA is hsa-miR-18b-3p with sequence UGCCCUAAAUGCCCCUUCUGGC. The protein sequence of the target gene is MSRGPEEVNRLTESTYRNVMEQFNPGLRNLINLGKNYEKAVNAMILAGKAYYDGVAKIGEIATGSPVSTELGHVLIEISSTHKKLNESLDENFKKFHKEIIHELEKKIELDVKYMNATLKRYQTEHKNKLESLEKSQAELKKIRRKSQGSRNALKYEHKEIEYVETVTSRQSEIQKFIADGCKEALLEEKRRFCFLVDKHCGFANHIHYYHLQSAELLNSKLPRWQETCVDAIKVPEKIMNMIEEIKTPASTPVSGTPQASPMIERSNVVRKDYDTLSKCSPKMPPAPSGRAYTSPLIDM.... Result: 0 (no interaction). (3) The miRNA is dre-miR-144-3p with sequence UACAGUAUAGAUGAUGUACU. The protein sequence of the target gene is MAMTLLEDWCRGMDVNSQRALLVWGIPVNCDEAEIEETLQAAMPQVSYRMLGRMFWREENAKAALLELTGAVDYAAIPREMPGKGGVWKVLFKPPTSDAEFLERLHLFLAREGWTVQDVARVLGFQNPTPTPGPEMPAEMLNYILDNVIQPLVESIWYKRLTLFSGRDIPGPGEETFDPWLEHTNEVLEEWQVSDVEKRRRLMESLRGPAADVIRILKSNNPAITTAECLKALEQVFGSVESSRDAQIKFLNTYQNPGEKLSAYVIRLEPLLQKVVEKGAIDKDNVNQARLEQVIAGANH.... Result: 0 (no interaction). (4) The protein sequence of the target gene is MSEVLPADSGVGTLAVFMASSGSTDIANRNSPATPPNTLNLRSSHNELLNAEIKHSDAKNSTPPKCRKKYALTNIQAAMGLSDPAVQPLLGNGSANIKLVKNGENQLRKAAEQGQQDPNKNLSPAAVINLTSEKLEVKDPHPQESSGCEILPSQPRRTKSFLNYYADLETSARELGQNLGPCQGVGEEKAQPGPGQAPVVIGNGDLLPQKPNKPQSSPEDGQVATVSSSPETKKDHPKTGAKTDCALHRIQNLAPSDEESSWTTLSQDSASPSSPDETDIWSDHSFQTDPDLPPGWKRVN.... Result: 0 (no interaction). The miRNA is hsa-miR-4254 with sequence GCCUGGAGCUACUCCACCAUCUC. (5) The miRNA is cel-miR-1828 with sequence ACUGGAAGCAUUUAAGUGAUAGU. The protein sequence of the target gene is MAKAPSWAGVGALAYKAPEALWPAEAVMDGTMEDSEAVQRATALIEQRLAQEEENEKLRGDARQKLPMDLLVLEDEKHHGAQSAALQKVKGQERVRKTSLDLRREIIDVGGIQNLIELRKKRKQKKRDALAASHEPPPEPEEITGPVDEETFLKAAVEGKMKVIEKFLADGGSADTCDQFRRTALHRASLEGHMEILEKLLDNGATVDFQDRLDCTAMHWACRGGHLEVVKLLQSHGADTNVRDKLLSTPLHVAVRTGQVEIVEHFLSLGLEINARDREGDTALHDAVRLNRYKIIKLLL.... Result: 0 (no interaction). (6) The miRNA is mmu-miR-21a-3p with sequence CAACAGCAGUCGAUGGGCUGUC. The protein sequence of the target gene is MATDISESSGADCKGDTKNSAKLDADYPLRVLYCGVCSLPTEYCEYMPDVAKCRQWLEKNFPNEFAKLTVENSPKQETGITEGQGPVGEEEEKKKQKRGGRGQIKQKKKTVPQKVTIAKIPRAKKKYVTRVCGLATFEIDLKEAQRFFAQKFSCGASVTGEDEIIIQGDFTDDIIDVIQEKWPEVDDDSIEDLGEVKK. Result: 0 (no interaction).